From a dataset of Forward reaction prediction with 1.9M reactions from USPTO patents (1976-2016). Predict the product of the given reaction. Given the reactants [CH3:1][C:2]1[N:6]([C:7]2[CH:12]=[CH:11][CH:10]=[CH:9][C:8]=2[O:13][CH3:14])[N:5]=[N:4][C:3]=1[C:15]([OH:17])=O.[CH3:18][C:19]1[N:24]=[C:23]([NH2:25])[CH:22]=[CH:21][CH:20]=1, predict the reaction product. The product is: [CH3:1][C:2]1[N:6]([C:7]2[CH:12]=[CH:11][CH:10]=[CH:9][C:8]=2[O:13][CH3:14])[N:5]=[N:4][C:3]=1[C:15]([NH:25][C:23]1[CH:22]=[CH:21][CH:20]=[C:19]([CH3:18])[N:24]=1)=[O:17].